From a dataset of Reaction yield outcomes from USPTO patents with 853,638 reactions. Predict the reaction yield, written as a fraction of the theoretical maximum amount of product (1.0 means a 100% yield; for example, 0.34 means a 34% yield). (1) The reactants are [O:1]1[CH2:6][CH2:5][CH2:4][CH2:3][CH:2]1[O:7][CH:8]1[CH2:12][O:11][C:10](=[O:13])[CH2:9]1.[CH3:14][CH2:15][Mg+].[Br-]. The catalyst is C1COCC1. The product is [OH:11][CH2:12][CH:8]([O:7][CH:2]1[CH2:3][CH2:4][CH2:5][CH2:6][O:1]1)[CH2:9][C:10]1([OH:13])[CH2:15][CH2:14]1. The yield is 0.730. (2) The reactants are [Br:1][C:2]1[CH:3]=[C:4]([N+]([O-])=O)[C:5]([C:8]#[N:9])=[N:6][CH:7]=1.[CH2:13]([N:15]1[C:19]([OH:20])=[CH:18][CH:17]=[N:16]1)[CH3:14].C(=O)([O-])[O-].[Na+].[Na+].C(#N)C. The catalyst is C(OCC)(=O)C.C(Cl)(Cl)Cl.CCCCCC. The product is [Br:1][C:2]1[CH:3]=[C:4]([O:20][C:19]2[N:15]([CH2:13][CH3:14])[N:16]=[CH:17][CH:18]=2)[C:5]([C:8]#[N:9])=[N:6][CH:7]=1. The yield is 0.530. (3) The reactants are [CH3:1][O:2][C:3](=[O:33])[CH2:4][CH:5]([NH:11][CH2:12][CH2:13][O:14][C:15]1[CH:20]=[CH:19][C:18]([CH2:21][CH2:22][CH2:23][CH2:24][NH:25]C(OC(C)(C)C)=O)=[CH:17][CH:16]=1)[CH2:6][C:7]([O:9][CH3:10])=[O:8].[ClH:34]. No catalyst specified. The product is [ClH:34].[ClH:34].[CH3:1][O:2][C:3](=[O:33])[CH2:4][CH:5]([NH:11][CH2:12][CH2:13][O:14][C:15]1[CH:16]=[CH:17][C:18]([CH2:21][CH2:22][CH2:23][CH2:24][NH2:25])=[CH:19][CH:20]=1)[CH2:6][C:7]([O:9][CH3:10])=[O:8]. The yield is 0.880. (4) The reactants are [N:1]([C:4]1[CH:13]=[CH:12][CH:11]=[CH:10][C:5]=1[C:6]([O:8]C)=O)=[C:2]=[O:3].[C:14]([NH:21][C:22]1[CH:27]=[CH:26][C:25]([NH2:28])=[CH:24][CH:23]=1)([O:16][C:17]([CH3:20])([CH3:19])[CH3:18])=[O:15].CCN(C(C)C)C(C)C.C1CCN2C(=NCCC2)CC1. The catalyst is C1COCC1. The product is [C:17]([O:16][C:14]([NH:21][C:22]1[CH:23]=[CH:24][C:25]([N:28]2[C:6](=[O:8])[C:5]3[C:4](=[CH:13][CH:12]=[CH:11][CH:10]=3)[NH:1][C:2]2=[O:3])=[CH:26][CH:27]=1)=[O:15])([CH3:20])([CH3:18])[CH3:19]. The yield is 0.850. (5) The reactants are [CH3:1][C:2]1[CH:7]=[CH:6][N+:5]([O-])=[C:4]([NH:9][C:10](=[O:15])[C:11]([CH3:14])([CH3:13])[CH3:12])[CH:3]=1.CCN(CC)CC.O=P(Cl)(Cl)[Cl:25]. No catalyst specified. The product is [Cl:25][C:6]1[N:5]=[C:4]([NH:9][C:10](=[O:15])[C:11]([CH3:14])([CH3:13])[CH3:12])[CH:3]=[C:2]([CH3:1])[CH:7]=1. The yield is 0.160.